The task is: Regression/Classification. Given a drug SMILES string, predict its absorption, distribution, metabolism, or excretion properties. Task type varies by dataset: regression for continuous measurements (e.g., permeability, clearance, half-life) or binary classification for categorical outcomes (e.g., BBB penetration, CYP inhibition). Dataset: b3db_classification.. This data is from Blood-brain barrier permeability classification from the B3DB database. (1) The drug is CCCC(CC)C1(CC)C(=O)NC(=S)NC1=O. The result is 1 (penetrates BBB). (2) The molecule is CC1CN(c2cc3c(cc2F)c(=O)c(C(=O)O)cn3-c2ccc(F)cc2F)CCN1. The result is 0 (does not penetrate BBB). (3) The drug is CN[C@@H]1[C@@H](O)[C@@H](O[C@@H]2[C@@H](O)[C@H](O[C@H]3OC(CN)=CC[C@H]3N)[C@@H](N)C[C@H]2N)OC[C@]1(C)O. The result is 0 (does not penetrate BBB). (4) The compound is Cc1cccc(N2C[C@@H](CO)OC2=O)c1. The result is 1 (penetrates BBB). (5) The compound is Cc1ccc(Cc2cnc(NCCCCc3ncc(Br)cc3C)[nH]c2=O)cn1. The result is 0 (does not penetrate BBB). (6) The result is 1 (penetrates BBB). The drug is COc1ccc([C@@H](O)CN2CCN(c3cccccc3=O)CC2)cc1OC. (7) The drug is CCN(C)C(=O)Oc1cccc([C@H](C)N(C)C)c1. The result is 1 (penetrates BBB).